Dataset: NCI-60 drug combinations with 297,098 pairs across 59 cell lines. Task: Regression. Given two drug SMILES strings and cell line genomic features, predict the synergy score measuring deviation from expected non-interaction effect. (1) Drug 1: CCCS(=O)(=O)NC1=C(C(=C(C=C1)F)C(=O)C2=CNC3=C2C=C(C=N3)C4=CC=C(C=C4)Cl)F. Drug 2: CC(C1=C(C=CC(=C1Cl)F)Cl)OC2=C(N=CC(=C2)C3=CN(N=C3)C4CCNCC4)N. Cell line: MOLT-4. Synergy scores: CSS=42.1, Synergy_ZIP=16.8, Synergy_Bliss=18.6, Synergy_Loewe=-4.83, Synergy_HSA=16.3. (2) Drug 1: CC1=CC=C(C=C1)C2=CC(=NN2C3=CC=C(C=C3)S(=O)(=O)N)C(F)(F)F. Drug 2: C1CN(CCN1C(=O)CCBr)C(=O)CCBr. Cell line: SK-MEL-2. Synergy scores: CSS=16.5, Synergy_ZIP=-2.54, Synergy_Bliss=4.96, Synergy_Loewe=4.73, Synergy_HSA=0.657.